This data is from Forward reaction prediction with 1.9M reactions from USPTO patents (1976-2016). The task is: Predict the product of the given reaction. Given the reactants C(=S)([O-])N.[NH2:5][C:6]([NH:8][C:9]1[CH:10]=[C:11]([CH:17]=[CH:18][CH:19]=1)[C:12]([O:14][CH2:15][CH3:16])=[O:13])=[S:7].Br.NC1SC2C(C(OCC)=O)=CC=CC=2N=1.Br.NC1SC2C=CC(C(OCC)=O)=CC=2N=1, predict the reaction product. The product is: [NH2:5][C:6]1[S:7][C:10]2[C:11]([C:12]([O:14][CH2:15][CH3:16])=[O:13])=[CH:17][CH:18]=[CH:19][C:9]=2[N:8]=1.